The task is: Predict the reaction yield, written as a fraction of the theoretical maximum amount of product (1.0 means a 100% yield; for example, 0.34 means a 34% yield).. This data is from Reaction yield outcomes from USPTO patents with 853,638 reactions. (1) The reactants are COC[O:4][C:5]1[CH:10]=[CH:9][C:8]([C:11]2[CH:15]=[C:14]([C:16]([O:18][CH2:19][CH3:20])=[O:17])[O:13][N:12]=2)=[CH:7][C:6]=1[CH3:21].Cl. The catalyst is C1COCC1.CCOC(C)=O. The product is [OH:4][C:5]1[CH:10]=[CH:9][C:8]([C:11]2[CH:15]=[C:14]([C:16]([O:18][CH2:19][CH3:20])=[O:17])[O:13][N:12]=2)=[CH:7][C:6]=1[CH3:21]. The yield is 0.700. (2) The reactants are [Cl:1][C:2]1[CH:3]=[CH:4][C:5]([C:8]2[NH:9][C:10]([CH:13]([C:21]3[CH:26]=[CH:25][C:24](SC)=[CH:23][N:22]=3)[CH2:14][CH:15]3[CH2:20][CH2:19][O:18][CH2:17][CH2:16]3)=[CH:11][CH:12]=2)=[N:6][CH:7]=1.O1CCC[CH2:30]1.O.O[O:36][S:37]([O-:39])=O.[K+]. The catalyst is C(OCC)(=O)C.CO. The product is [Cl:1][C:2]1[CH:3]=[CH:4][C:5]([C:8]2[NH:9][C:10]([CH:13]([C:21]3[CH:26]=[CH:25][C:24]([S:37]([CH3:30])(=[O:39])=[O:36])=[CH:23][N:22]=3)[CH2:14][CH:15]3[CH2:16][CH2:17][O:18][CH2:19][CH2:20]3)=[CH:11][CH:12]=2)=[N:6][CH:7]=1. The yield is 0.520. (3) The reactants are [O:1]=[C:2]1[CH2:8][CH2:7][CH2:6][CH2:5][CH2:4][N:3]1[C:9]1[CH:10]=[C:11]2[C:15](=[CH:16][CH:17]=1)[N:14](C(OC(C)(C)C)=O)[CH2:13][CH2:12]2.BrCCCCCC(Cl)=O.Cl. The catalyst is O1CCOCC1. The product is [NH:14]1[C:15]2[C:11](=[CH:10][C:9]([N:3]3[CH2:4][CH2:5][CH2:6][CH2:7][CH2:8][C:2]3=[O:1])=[CH:17][CH:16]=2)[CH2:12][CH2:13]1. The yield is 1.00. (4) The reactants are [N+:1]([C:4]1[CH:20]=[CH:19][C:7]2[S:8][CH2:9][CH2:10][N:11]([CH2:12][CH2:13][N:14]3[CH2:18][CH2:17][CH2:16][CH2:15]3)[C:6]=2[CH:5]=1)([O-])=O.I.[S:22]1[CH:26]=[CH:25][CH:24]=[C:23]1[C:27](SC)=[NH:28]. The catalyst is C(O)C.ClCCl.[Pd]. The product is [N:14]1([CH2:13][CH2:12][N:11]2[CH2:10][CH2:9][S:8][C:7]3[CH:19]=[CH:20][C:4]([NH:1][C:27]([C:23]4[S:22][CH:26]=[CH:25][CH:24]=4)=[NH:28])=[CH:5][C:6]2=3)[CH2:18][CH2:17][CH2:16][CH2:15]1. The yield is 0.531. (5) The catalyst is C1COCC1.O. The product is [Si:36]([O:35][C:34]1[C:43]([F:47])=[C:44]([B:16]([OH:21])[OH:17])[CH:45]=[CH:46][C:33]=1[CH:29]1[CH2:30][CH2:31][CH2:32]1)([C:39]([CH3:42])([CH3:40])[CH3:41])([CH3:38])[CH3:37]. The yield is 0.860. The reactants are CC1(C)CCCC(C)(C)N1.[Li]CCCC.[B:16](OC(C)C)([O:21]C(C)C)[O:17]C(C)C.[CH:29]1([C:33]2[CH:46]=[CH:45][CH:44]=[C:43]([F:47])[C:34]=2[O:35][Si:36]([C:39]([CH3:42])([CH3:41])[CH3:40])([CH3:38])[CH3:37])[CH2:32][CH2:31][CH2:30]1.C(O)(=O)C. (6) The reactants are [C:1]([CH2:3][S:4][C:5]1[CH:13]=[CH:12][C:8]([C:9]([OH:11])=[O:10])=[CH:7][CH:6]=1)#[N:2].[N-:14]=[N+:15]=[N-:16].[Na+].[Cl-].[NH4+]. The catalyst is CN(C=O)C. The product is [N:2]1[NH:14][N:15]=[N:16][C:1]=1[CH2:3][S:4][C:5]1[CH:13]=[CH:12][C:8]([C:9]([OH:11])=[O:10])=[CH:7][CH:6]=1. The yield is 0.160.